Dataset: Forward reaction prediction with 1.9M reactions from USPTO patents (1976-2016). Task: Predict the product of the given reaction. (1) Given the reactants [N:1]12[CH2:8][CH2:7][CH:4]([CH2:5][CH2:6]1)[CH:3]([O:9][C:10]1[N:11]=[CH:12][C:13]([C:16]3[CH:21]=[CH:20][C:19]([N:22]([CH3:24])[CH3:23])=[CH:18][CH:17]=3)=[N:14][CH:15]=1)[CH2:2]2.[C:25]([OH:32])(=[O:31])/[CH:26]=[CH:27]/[C:28]([OH:30])=[O:29], predict the reaction product. The product is: [C:25]([OH:32])(=[O:31])/[CH:26]=[CH:27]/[C:28]([OH:30])=[O:29].[N:1]12[CH2:6][CH2:5][CH:4]([CH2:7][CH2:8]1)[CH:3]([O:9][C:10]1[N:11]=[CH:12][C:13]([C:16]3[CH:21]=[CH:20][C:19]([N:22]([CH3:24])[CH3:23])=[CH:18][CH:17]=3)=[N:14][CH:15]=1)[CH2:2]2.[N:1]12[CH2:6][CH2:5][CH:4]([CH2:7][CH2:8]1)[CH:3]([O:9][C:10]1[N:11]=[CH:12][C:13]([C:16]3[CH:21]=[CH:20][C:19]([N:22]([CH3:24])[CH3:23])=[CH:18][CH:17]=3)=[N:14][CH:15]=1)[CH2:2]2. (2) The product is: [F:15][CH:3]([F:2])[C:4]1[CH:9]=[CH:8][N:7]=[C:6]([C:10](=[O:12])[CH3:11])[N:5]=1. Given the reactants Cl.[F:2][CH:3]([F:15])[C:4]1[CH:9]=[CH:8][N:7]=[C:6]([C:10]([O:12]CC)=[CH2:11])[N:5]=1.C(=O)([O-])O.[Na+].[Cl-].[Na+], predict the reaction product. (3) Given the reactants C[O:2][C:3]1[CH:8]=[CH:7][C:6]([C:9]2[S:10][C:11]3[C:16]([C:17](=[O:19])[CH:18]=2)=[CH:15][CH:14]=[CH:13][CH:12]=3)=[CH:5][CH:4]=1.B(Br)(Br)Br, predict the reaction product. The product is: [OH:2][C:3]1[CH:8]=[CH:7][C:6]([C:9]2[S:10][C:11]3[C:16]([C:17](=[O:19])[CH:18]=2)=[CH:15][CH:14]=[CH:13][CH:12]=3)=[CH:5][CH:4]=1. (4) Given the reactants [F:1][C:2]([F:13])([F:12])[O:3][C:4]1[CH:11]=[CH:10][CH:9]=[CH:8][C:5]=1[CH2:6][NH2:7].[Br:14][C:15]1[CH:20]=[C:19](NCC2C=CC=C(Cl)C=2Cl)[C:18]([N+:31]([O-:33])=[O:32])=[CH:17][N:16]=1, predict the reaction product. The product is: [Br:14][C:15]1[CH:20]=[C:19]([NH:7][CH2:6][C:5]2[CH:8]=[CH:9][CH:10]=[CH:11][C:4]=2[O:3][C:2]([F:12])([F:13])[F:1])[C:18]([N+:31]([O-:33])=[O:32])=[CH:17][N:16]=1. (5) Given the reactants [I:1][C:2]1[CH:7]=[CH:6][C:5]([C:8]2[NH:9]C=[C:11](C(O)=O)[N:12]=2)=[CH:4][CH:3]=1.[H-].[Na+].I[CH3:19].O.C[CH2:22][O:23][C:24]([CH3:26])=[O:25], predict the reaction product. The product is: [I:1][C:2]1[CH:3]=[CH:4][C:5]([C:8]2[N:12]([CH3:11])[CH:19]=[C:26]([C:24]([O:23][CH3:22])=[O:25])[N:9]=2)=[CH:6][CH:7]=1. (6) Given the reactants C([O:3][C:4]([C:6]1[C:7]2[CH2:8][CH2:9][C:10]([O:28][CH3:29])([C:21]3[CH:26]=[CH:25][CH:24]=[CH:23][C:22]=3[CH3:27])[O:11][C:12]=2[C:13]2[N:17]=[C:16]([CH3:18])[N:15]([CH3:19])[C:14]=2[CH:20]=1)=[O:5])C.[OH-].[Na+].Cl, predict the reaction product. The product is: [CH3:29][O:28][C:10]1([C:21]2[CH:26]=[CH:25][CH:24]=[CH:23][C:22]=2[CH3:27])[CH2:9][CH2:8][C:7]2[C:6]([C:4]([OH:5])=[O:3])=[CH:20][C:14]3[N:15]([CH3:19])[C:16]([CH3:18])=[N:17][C:13]=3[C:12]=2[O:11]1. (7) Given the reactants [F:1][C:2]1[CH:3]=[C:4]([NH:9][C:10]([C:12]2[NH:13][C:14]3[C:19]([CH:20]=2)=[CH:18][C:17]([CH:21]([CH:23]2[CH2:27][CH2:26][NH:25][CH2:24]2)[CH3:22])=[CH:16][CH:15]=3)=[O:11])[CH:5]=[C:6]([F:8])[CH:7]=1.[CH:28](Br)([CH3:30])[CH3:29], predict the reaction product. The product is: [F:1][C:2]1[CH:3]=[C:4]([NH:9][C:10]([C:12]2[NH:13][C:14]3[C:19]([CH:20]=2)=[CH:18][C:17]([CH:21]([CH:23]2[CH2:27][CH2:26][N:25]([CH:28]([CH3:30])[CH3:29])[CH2:24]2)[CH3:22])=[CH:16][CH:15]=3)=[O:11])[CH:5]=[C:6]([F:8])[CH:7]=1. (8) Given the reactants [C:1]([N:4]1[CH2:8][CH2:7][N:6]([C:9]2[CH:14]=[C:13](Cl)[CH:12]=[CH:11][C:10]=2[C:16]([N:18]2[CH2:23][CH2:22][N:21]([C:24]3[C:29]([CH3:30])=[CH:28][C:27]([CH:31]4[CH2:33][CH2:32]4)=[CH:26][N:25]=3)[CH2:20][CH2:19]2)=[O:17])[C:5]1=[O:34])(=[O:3])[CH3:2].[CH3:35][C@@H:36]1[CH2:40][O:39][C:38](=[O:41])[NH:37]1, predict the reaction product. The product is: [C:1]([N:4]1[CH2:8][CH2:7][N:6]([C:9]2[CH:14]=[C:13]([N:37]3[C@H:36]([CH3:35])[CH2:40][O:39][C:38]3=[O:41])[CH:12]=[CH:11][C:10]=2[C:16]([N:18]2[CH2:23][CH2:22][N:21]([C:24]3[C:29]([CH3:30])=[CH:28][C:27]([CH:31]4[CH2:33][CH2:32]4)=[CH:26][N:25]=3)[CH2:20][CH2:19]2)=[O:17])[C:5]1=[O:34])(=[O:3])[CH3:2]. (9) Given the reactants [F:1][C:2]1[CH:33]=[CH:32][C:5]([CH2:6][CH2:7][C:8]2[CH:17]=[CH:16][C:15]([O:18][CH:19]([C:27]3[S:28][CH:29]=[CH:30][N:31]=3)[CH2:20][C:21]3[N:25]([CH3:26])[CH:24]=[N:23][CH:22]=3)=[CH:14][C:9]=2[C:10]([O:12]C)=[O:11])=[CH:4][CH:3]=1.[OH-].[Na+], predict the reaction product. The product is: [F:1][C:2]1[CH:33]=[CH:32][C:5]([CH2:6][CH2:7][C:8]2[CH:17]=[CH:16][C:15]([O:18][CH:19]([C:27]3[S:28][CH:29]=[CH:30][N:31]=3)[CH2:20][C:21]3[N:25]([CH3:26])[CH:24]=[N:23][CH:22]=3)=[CH:14][C:9]=2[C:10]([OH:12])=[O:11])=[CH:4][CH:3]=1. (10) The product is: [CH3:1][C:2]1([CH3:4])[O:16][C:14](=[O:15])/[C:12](=[CH:10]/[C:9]([OH:18])=[O:17])/[O:3]1. Given the reactants [CH2-:1][C:2]([CH3:4])=[O:3].[CH2-]C(C)=O.[C:9]([OH:18])(=[O:17])[CH:10]([CH:12]([C:14]([OH:16])=[O:15])O)O.CC(C)([O-])C.[K+].Cl.C(Cl)(=O)C, predict the reaction product.